This data is from Peptide-MHC class I binding affinity with 185,985 pairs from IEDB/IMGT. The task is: Regression. Given a peptide amino acid sequence and an MHC pseudo amino acid sequence, predict their binding affinity value. This is MHC class I binding data. (1) The peptide sequence is KQWGWFALL. The MHC is HLA-A02:01 with pseudo-sequence HLA-A02:01. The binding affinity (normalized) is 0.683. (2) The peptide sequence is EIINDKGKQY. The MHC is HLA-A68:01 with pseudo-sequence HLA-A68:01. The binding affinity (normalized) is 0.234. (3) The peptide sequence is TTATITPQA. The MHC is HLA-A68:02 with pseudo-sequence HLA-A68:02. The binding affinity (normalized) is 0.989. (4) The peptide sequence is RQQLEDIFMR. The MHC is HLA-A68:01 with pseudo-sequence HLA-A68:01. The binding affinity (normalized) is 0.275. (5) The peptide sequence is RRSLLAHVR. The MHC is HLA-A01:01 with pseudo-sequence HLA-A01:01. The binding affinity (normalized) is 0.0847. (6) The peptide sequence is GEEVQVIAV. The MHC is H-2-Db with pseudo-sequence H-2-Db. The binding affinity (normalized) is 0. (7) The peptide sequence is YLRQRQAAL. The binding affinity (normalized) is 0.0847. The MHC is HLA-B58:01 with pseudo-sequence HLA-B58:01.